Dataset: Full USPTO retrosynthesis dataset with 1.9M reactions from patents (1976-2016). Task: Predict the reactants needed to synthesize the given product. (1) Given the product [C:18]([C:22]1[CH:23]=[C:24]([C:2]2[C:10]([CH:11]=[C:12]3[CH2:17][CH2:16][CH2:15][CH2:14][CH2:13]3)=[CH:9][CH:8]=[C:4]([C:5]([OH:7])=[O:6])[CH:3]=2)[CH:25]=[C:26]([C:28]([CH3:31])([CH3:30])[CH3:29])[CH:27]=1)([CH3:21])([CH3:20])[CH3:19], predict the reactants needed to synthesize it. The reactants are: Br[C:2]1[CH:3]=[C:4]([CH:8]=[CH:9][C:10]=1[CH:11]=[C:12]1[CH2:17][CH2:16][CH2:15][CH2:14][CH2:13]1)[C:5]([OH:7])=[O:6].[C:18]([C:22]1[CH:23]=[C:24](B2OC(C)(C)C(C)(C)O2)[CH:25]=[C:26]([C:28]([CH3:31])([CH3:30])[CH3:29])[CH:27]=1)([CH3:21])([CH3:20])[CH3:19].C([O-])([O-])=O.[Na+].[Na+]. (2) Given the product [P:1]([OH:2])([OH:43])([O:29][C:26]1[CH:27]=[CH:28][C:23]([CH:20]2[CH2:21][CH2:22][N:17]([C@@H:14]3[CH2:15][CH2:16][N:12]([CH2:11][C:10]4[CH:9]=[CH:8][C:7]([F:6])=[CH:32][CH:31]=4)[C:13]3=[O:30])[CH2:18][CH2:19]2)=[CH:24][CH:25]=1)=[O:40], predict the reactants needed to synthesize it. The reactants are: [P:1](Cl)(Cl)(Cl)=[O:2].[F:6][C:7]1[CH:32]=[CH:31][C:10]([CH2:11][N:12]2[CH2:16][CH2:15][C@@H:14]([N:17]3[CH2:22][CH2:21][CH:20]([C:23]4[CH:28]=[CH:27][C:26]([OH:29])=[CH:25][CH:24]=4)[CH2:19][CH2:18]3)[C:13]2=[O:30])=[CH:9][CH:8]=1.C(N(CC)CC)C.[OH-:40].[Na+].C[O-:43].[Na+]. (3) Given the product [Cl:50][C:51]1[C:56]([Cl:57])=[CH:55][CH:54]=[C:53]([Cl:58])[C:52]=1[O:16][CH:13]([C@H:10]1[CH2:11][CH2:12][NH:8][CH2:9]1)[C:14]#[CH:15], predict the reactants needed to synthesize it. The reactants are: C(OC([N:8]1[CH2:12][CH2:11][C@H:10]([CH:13]([OH:16])[C:14]#[CH:15])[CH2:9]1)=O)(C)(C)C.CC(OC(/N=N/C(OC(C)C)=O)=O)C.C1C=CC(P(C2C=CC=CC=2)C2C=CC=CC=2)=CC=1.[Cl:50][C:51]1[C:56]([Cl:57])=[CH:55][CH:54]=[C:53]([Cl:58])[C:52]=1O.C1(O)C=CC=CC=1.Cl.CCO. (4) Given the product [N:9]12[CH2:14][CH2:13][CH:12]([CH2:11][CH2:10]1)[C@@H:7]([O:6][C:5]1[CH:15]=[CH:16][C:2]([C:22]3[CH:23]=[CH:24][C:19]([N:18]([CH3:28])[CH3:17])=[CH:20][CH:21]=3)=[CH:3][CH:4]=1)[CH2:8]2, predict the reactants needed to synthesize it. The reactants are: Br[C:2]1[CH:16]=[CH:15][C:5]([O:6][C@@H:7]2[CH:12]3[CH2:13][CH2:14][N:9]([CH2:10][CH2:11]3)[CH2:8]2)=[CH:4][CH:3]=1.[CH3:17][N:18]([CH3:28])[C:19]1[CH:24]=[CH:23][C:22](B(O)O)=[CH:21][CH:20]=1. (5) Given the product [F:1][C:2]1[C:10]([O:11][C:12]2[N:17]=[CH:16][N:15]=[C:14]([CH2:18][NH:26][CH3:25])[CH:13]=2)=[CH:9][CH:8]=[C:7]2[C:3]=1[CH:4]=[C:5]([CH3:24])[NH:6]2, predict the reactants needed to synthesize it. The reactants are: [F:1][C:2]1[C:10]([O:11][C:12]2[N:17]=[CH:16][N:15]=[C:14]([CH2:18]OS(C)(=O)=O)[CH:13]=2)=[CH:9][CH:8]=[C:7]2[C:3]=1[CH:4]=[C:5]([CH3:24])[NH:6]2.[CH3:25][NH2:26].C1COCC1. (6) Given the product [Br:22][C:17]1[S:16][C:5]2[CH2:6][N:7]([C:9]([O:11][C:12]([CH3:15])([CH3:13])[CH3:14])=[O:10])[CH2:8][CH:2]([CH3:1])[O:3][C:4]=2[C:18]=1[CH:19]([CH3:21])[CH3:20], predict the reactants needed to synthesize it. The reactants are: [CH3:1][CH:2]1[CH2:8][N:7]([C:9]([O:11][C:12]([CH3:15])([CH3:14])[CH3:13])=[O:10])[CH2:6][C:5]2[S:16][CH:17]=[C:18]([CH:19]([CH3:21])[CH3:20])[C:4]=2[O:3]1.[Br:22]N1C(=O)CCC1=O.S([O-])([O-])(=O)=S.[Na+].[Na+].